From a dataset of Forward reaction prediction with 1.9M reactions from USPTO patents (1976-2016). Predict the product of the given reaction. (1) The product is: [Br:1][C:2]1[CH:3]=[CH:4][C:5]2[O:11][CH2:10][CH2:9][N:8]([C:20]([O:22][C:23]([CH3:26])([CH3:25])[CH3:24])=[O:21])[CH2:7][C:6]=2[CH:12]=1. Given the reactants [Br:1][C:2]1[CH:3]=[CH:4][C:5]2[O:11][CH2:10][CH2:9][NH:8][CH2:7][C:6]=2[CH:12]=1.C(N(CC)CC)C.[C:20](O[C:20]([O:22][C:23]([CH3:26])([CH3:25])[CH3:24])=[O:21])([O:22][C:23]([CH3:26])([CH3:25])[CH3:24])=[O:21], predict the reaction product. (2) Given the reactants [Cl:1][C:2]1[CH:3]=[N:4][CH:5]=[C:6]([Cl:20])[C:7]=1[S:8][C:9]1[S:13][C:12]([C:14]([OH:16])=O)=[CH:11][C:10]=1[N+:17]([O-:19])=[O:18].[C:21]1([C:27]2[CH:28]=[C:29]([CH:32]=[CH:33][CH:34]=2)[CH2:30][NH2:31])[CH:26]=[CH:25][CH:24]=[CH:23][CH:22]=1, predict the reaction product. The product is: [C:27]1([C:21]2[CH:26]=[CH:25][CH:24]=[CH:23][CH:22]=2)[CH:34]=[CH:33][CH:32]=[C:29]([CH2:30][NH:31][C:14]([C:12]2[S:13][C:9]([S:8][C:7]3[C:6]([Cl:20])=[CH:5][N:4]=[CH:3][C:2]=3[Cl:1])=[C:10]([N+:17]([O-:19])=[O:18])[CH:11]=2)=[O:16])[CH:28]=1. (3) The product is: [CH2:42]([O:41][C:40](=[O:49])[NH:39][C:7]1[C:8]([C:12]([NH:14][C:15]2[CH:16]=[N:17][CH:18]=[CH:19][C:20]=2[N:21]2[CH2:26][C@H:25]([C:27]([F:30])([F:29])[F:28])[CH2:24][C@H:23]([NH:31][C:32]([O:34][C:35]([CH3:37])([CH3:36])[CH3:38])=[O:33])[CH2:22]2)=[O:13])=[N:9][C:10]2[C:5]([CH:6]=1)=[CH:4][CH:3]=[C:2]([C:68]1[CH2:69][CH2:70][N:65]([CH3:64])[CH2:66][CH:67]=1)[CH:11]=2)[C:43]1[CH:44]=[CH:45][CH:46]=[CH:47][CH:48]=1. Given the reactants Br[C:2]1[CH:11]=[C:10]2[C:5]([CH:6]=[C:7]([NH:39][C:40](=[O:49])[O:41][CH2:42][C:43]3[CH:48]=[CH:47][CH:46]=[CH:45][CH:44]=3)[C:8]([C:12]([NH:14][C:15]3[CH:16]=[N:17][CH:18]=[CH:19][C:20]=3[N:21]3[CH2:26][C@H:25]([C:27]([F:30])([F:29])[F:28])[CH2:24][C@H:23]([NH:31][C:32]([O:34][C:35]([CH3:38])([CH3:37])[CH3:36])=[O:33])[CH2:22]3)=[O:13])=[N:9]2)=[CH:4][CH:3]=1.[O-]P([O-])([O-])=O.[K+].[K+].[K+].O1CCOCC1.[CH3:64][N:65]1[CH2:70][CH:69]=[C:68](B2OC(C)(C)C(C)(C)O2)[CH2:67][CH2:66]1, predict the reaction product. (4) Given the reactants [Cl:1][C:2]1[CH:3]=[CH:4][C:5]([C:28]([F:31])([F:30])[F:29])=[C:6]([CH:27]=1)[CH2:7][N:8]1[CH2:13][CH2:12][NH:11][C:10]2[N:14]=[CH:15][C:16]([C:18]3[CH:19]=[C:20]([CH:24]=[CH:25][CH:26]=3)[C:21](O)=[O:22])=[CH:17][C:9]1=2.[CH3:32][O:33][C:34]1[CH:39]=[CH:38][CH:37]=[CH:36][C:35]=1[N:40]1[CH2:45][CH2:44][NH:43][CH2:42][CH2:41]1, predict the reaction product. The product is: [Cl:1][C:2]1[CH:3]=[CH:4][C:5]([C:28]([F:31])([F:30])[F:29])=[C:6]([CH:27]=1)[CH2:7][N:8]1[CH2:13][CH2:12][NH:11][C:10]2[N:14]=[CH:15][C:16]([C:18]3[CH:19]=[C:20]([C:21]([N:43]4[CH2:42][CH2:41][N:40]([C:35]5[CH:36]=[CH:37][CH:38]=[CH:39][C:34]=5[O:33][CH3:32])[CH2:45][CH2:44]4)=[O:22])[CH:24]=[CH:25][CH:26]=3)=[CH:17][C:9]1=2. (5) Given the reactants C([C@@H]1N(C(=O)C2C=CC(OC3C=CC=CC=3)=CC=2)C[C@H](CC(C)C)NC1=O)C(C)C.[CH2:31]([C@@H:35]1[NH:40][CH2:39][C@H:38]([C:41]2[S:42][CH:43]=[CH:44][CH:45]=2)[NH:37][C:36]1=[O:46])[CH:32]([CH3:34])[CH3:33].[F:47][C:48]1[CH:53]=[CH:52][C:51]([C:54]2[O:58][N:57]=[C:56]([C:59](O)=[O:60])[CH:55]=2)=[CH:50][CH:49]=1, predict the reaction product. The product is: [F:47][C:48]1[CH:49]=[CH:50][C:51]([C:54]2[O:58][N:57]=[C:56]([C:59]([N:40]3[CH2:39][C@H:38]([C:41]4[S:42][CH:43]=[CH:44][CH:45]=4)[NH:37][C:36](=[O:46])[C@@H:35]3[CH2:31][CH:32]([CH3:34])[CH3:33])=[O:60])[CH:55]=2)=[CH:52][CH:53]=1. (6) The product is: [O:42]=[S:2]1(=[O:1])[CH2:7][CH2:6][CH:5]([C:8]2[CH:13]=[CH:12][C:11]([C:14]3[C:15]4[CH:22]=[C:21]([O:23][CH2:24][C:25]5[CH:26]=[CH:27][C:28]([C@@H:31]([C:38]#[C:39][CH3:40])[CH2:32][C:33]([OH:35])=[O:34])=[CH:29][CH:30]=5)[CH:20]=[CH:19][C:16]=4[S:17][CH:18]=3)=[C:10]([CH3:41])[CH:9]=2)[CH2:4][CH2:3]1. Given the reactants [O:1]=[S:2]1(=[O:42])[CH2:7][CH2:6][CH:5]([C:8]2[CH:13]=[CH:12][C:11]([C:14]3[C:15]4[CH:22]=[C:21]([O:23][CH2:24][C:25]5[CH:30]=[CH:29][C:28]([C@@H:31]([C:38]#[C:39][CH3:40])[CH2:32][C:33]([O:35]CC)=[O:34])=[CH:27][CH:26]=5)[CH:20]=[CH:19][C:16]=4[S:17][CH:18]=3)=[C:10]([CH3:41])[CH:9]=2)[CH2:4][CH2:3]1.[Li+].[OH-].Cl, predict the reaction product. (7) The product is: [CH3:12][C:13]([C:8]1[CH:9]=[CH:10][C:5]([CH3:11])=[CH:6][CH:7]=1)([CH3:18])[CH2:14][C:15]([OH:17])=[O:16]. Given the reactants [Cl-].[Al+3].[Cl-].[Cl-].[C:5]1([CH3:11])[CH:10]=[CH:9][CH:8]=[CH:7][CH:6]=1.[CH3:12][C:13]([CH3:18])=[CH:14][C:15]([OH:17])=[O:16].Cl, predict the reaction product.